From a dataset of HIV replication inhibition screening data with 41,000+ compounds from the AIDS Antiviral Screen. Binary Classification. Given a drug SMILES string, predict its activity (active/inactive) in a high-throughput screening assay against a specified biological target. The drug is Clc1ccc(Nc2nnc(CNc3ccc(-c4nnc(Nc5ccc(Cl)cc5)o4)cc3)o2)cc1. The result is 0 (inactive).